Dataset: Full USPTO retrosynthesis dataset with 1.9M reactions from patents (1976-2016). Task: Predict the reactants needed to synthesize the given product. (1) Given the product [CH:67]1([S:64]([NH:51][C:47]([C@@:5]23[CH2:46][C@H:4]2[CH2:3][C:2]([F:50])([F:1])[CH2:16][CH2:15][CH2:14][CH2:13][CH2:12][C@H:11]([NH:17][C:18]([C:20]2[CH:24]=[C:23]([CH3:25])[O:22][N:21]=2)=[O:19])[C:10](=[O:26])[N:9]2[CH2:27][C@H:28]([O:30][C:31]4[N:32]=[C:33]5[C:38](=[C:39]6[C:44]=4[CH:43]=[CH:42][CH:41]=[CH:40]6)[CH:37]=[CH:36][CH:35]=[CH:34]5)[CH2:29][C@H:8]2[C:7](=[O:45])[NH:6]3)=[O:48])(=[O:66])=[O:65])[CH2:69][CH2:68]1, predict the reactants needed to synthesize it. The reactants are: [F:1][C:2]1([F:50])[CH2:16][CH2:15][CH2:14][CH2:13][CH2:12][C@H:11]([NH:17][C:18]([C:20]2[CH:24]=[C:23]([CH3:25])[O:22][N:21]=2)=[O:19])[C:10](=[O:26])[N:9]2[CH2:27][C@H:28]([O:30][C:31]3[N:32]=[C:33]4[C:38](=[C:39]5[C:44]=3[CH:43]=[CH:42][CH:41]=[CH:40]5)[CH:37]=[CH:36][CH:35]=[CH:34]4)[CH2:29][C@H:8]2[C:7](=[O:45])[NH:6][C@:5]2([C:47](O)=[O:48])[CH2:46][C@H:4]2[CH2:3]1.[N:51]1(C(N2C=CN=C2)=O)C=CN=C1.C[S:64]([CH:67]1[CH2:69][CH2:68]1)(=[O:66])=[O:65]. (2) The reactants are: [CH3:1][O:2][C:3]([C:5]1[NH:6][CH:7]=[C:8]([C:10]([C:12]2[C:13]([C:18]3[CH:23]=[CH:22][C:21]([Br:24])=[CH:20][CH:19]=3)=[N:14][O:15][C:16]=2[CH3:17])=[O:11])[CH:9]=1)=[O:4].[H-].[Na+].I[CH3:28]. Given the product [CH3:1][O:2][C:3]([C:5]1[N:6]([CH3:28])[CH:7]=[C:8]([C:10]([C:12]2[C:13]([C:18]3[CH:19]=[CH:20][C:21]([Br:24])=[CH:22][CH:23]=3)=[N:14][O:15][C:16]=2[CH3:17])=[O:11])[CH:9]=1)=[O:4], predict the reactants needed to synthesize it.